Dataset: Experimentally validated miRNA-target interactions with 360,000+ pairs, plus equal number of negative samples. Task: Binary Classification. Given a miRNA mature sequence and a target amino acid sequence, predict their likelihood of interaction. (1) The miRNA is hsa-miR-200a-3p with sequence UAACACUGUCUGGUAACGAUGU. The protein sequence of the target gene is MAQYGHPSPLGMAAREELYSKVTPRRNRQQRPGTIKHGSALDVLLSMGFPRARAQKALASTGGRSVQAACDWLFSHVGDPFLDDPLPREYVLYLRPTGPLAQKLSDFWQQSKQICGKNKAHNIFPHITLCQFFMCEDSKVDALGEALQTTVSRWKCKFSAPLPLELYTSSNFIGLFVKEDSAEVLKKFAADFAAEAASKTEVHVEPHKKQLHVTLAYHFQASHLPTLEKLAQNIDVKLGCDWVATIFSRDIRFANHETLQVIYPYTPQNDDELELVPGDFIFMSPMEQTSTSEGWIYGTS.... Result: 1 (interaction). (2) The miRNA is rno-miR-92b-3p with sequence UAUUGCACUCGUCCCGGCCUCC. The protein sequence of the target gene is MAALPGAVPRMMRPGPGQNYPRTGFPLEVSTPLGQGRVNQLGGVFINGRPLPNHIRHKIVEMAHHGIRPCVISRQLRVSHGCVSKILCRYQETGSIRPGAIGGSKPRQVATPDVEKKIEEYKRENPGMFSWEIRDRLLKDGHCDRSTVPSVSSISRVLRIKFGKKEDDEEGDKKEEDGEKKAKHSIDGILGDKGNRLDEGSDVESEPDLPLKRKQRRSRTTFTAEQLEELEKAFERTHYPDIYTREELAQRTKLTEARVQVWFSNRRARWRKQAGANQLAAFNHLLPGGFPPTGMPTLPP.... Result: 0 (no interaction). (3) The miRNA is hsa-miR-3617-5p with sequence AAAGACAUAGUUGCAAGAUGGG. The protein sequence of the target gene is MLLFFTLGLLIHFVFFASIFDIYFTSPLVHGMTPQFTPLPPPARRLVLFVADGLRADALYELDENGNSRAPFIRNIIMHEGSWGISHTRVPTESRPGHVALIAGFYEDVSAVAKGWKENPVEFDSLFNESKYTWSWGSPDILPMFAKGASGDHVYTYSYDAKREDFGAQDATKLDTWVFDNVKDFFHHARNNQSLFSKINEEKIVFFLHLLGIDTNGHAHRPSSRDYKHNIKKVDDGVKEIVSMFNHFYGNDGKTTFIFTSDHGMTDWGSHGAGHPSETLTPLVTWGAGIKYPQRVSAQQ.... Result: 1 (interaction). (4) The miRNA is cel-miR-238-3p with sequence UUUGUACUCCGAUGCCAUUCAGA. The protein sequence of the target gene is MEMDKRIYLELRNRTPSDVKELVLDNCKSIEGKIEGLTDEFEELEFLSTINVGLTSISNLPKLNKLKKLELSENRISGDLEVLAEKCPNLKHLNLSGNKIKDLSTIEPLKKLENLKSLDLFNCEVTNLNAYRENVFKLLPQVMYLDGYDRDNKEAPDSDVEGYVEDDDEEDEDEEEYDEYAQLVEDEEEEDEEEEGEEEDVSGEEEEDEEGYNDGEVDDEEDEEEAGEEEGSQKRKREPDDEGEEDD. Result: 0 (no interaction).